Dataset: Full USPTO retrosynthesis dataset with 1.9M reactions from patents (1976-2016). Task: Predict the reactants needed to synthesize the given product. (1) Given the product [CH:3]([C:6]1[CH:7]=[CH:8][C:9]([N:12]2[CH2:17][CH2:16][CH:15]([CH:18]([CH3:24])[C:19]([OH:21])=[O:20])[CH2:14][CH:13]2[C:25]2[CH:30]=[CH:29][C:28]([C:31]([F:34])([F:32])[F:33])=[CH:27][CH:26]=2)=[CH:10][CH:11]=1)([CH3:4])[CH3:5], predict the reactants needed to synthesize it. The reactants are: [Li+].[OH-].[CH:3]([C:6]1[CH:11]=[CH:10][C:9]([N:12]2[CH2:17][CH2:16][CH:15]([CH:18]([CH3:24])[C:19]([O:21]CC)=[O:20])[CH2:14][CH:13]2[C:25]2[CH:30]=[CH:29][C:28]([C:31]([F:34])([F:33])[F:32])=[CH:27][CH:26]=2)=[CH:8][CH:7]=1)([CH3:5])[CH3:4].O1CCOCC1.Cl. (2) Given the product [CH3:2][O:3][C:4]1[CH:5]=[C:6]([C:12]2[C:13]([CH3:25])([CH3:24])[C:14](=[O:23])[N:15]([CH:17]3[CH2:22][CH2:21][N:20]([C:38]([C:29]4[CH:30]=[CH:31][C:32]5[C:37](=[CH:36][CH:35]=[CH:34][CH:33]=5)[C:28]=4[O:27][CH3:26])=[O:39])[CH2:19][CH2:18]3)[N:16]=2)[CH:7]=[CH:8][C:9]=1[O:10][CH3:11], predict the reactants needed to synthesize it. The reactants are: Cl.[CH3:2][O:3][C:4]1[CH:5]=[C:6]([C:12]2[C:13]([CH3:25])([CH3:24])[C:14](=[O:23])[N:15]([CH:17]3[CH2:22][CH2:21][NH:20][CH2:19][CH2:18]3)[N:16]=2)[CH:7]=[CH:8][C:9]=1[O:10][CH3:11].[CH3:26][O:27][C:28]1[C:37]2[C:32](=[CH:33][CH:34]=[CH:35][CH:36]=2)[CH:31]=[CH:30][C:29]=1[C:38](O)=[O:39]. (3) Given the product [C:1]([N:4]1[C:13]2[C:8](=[CH:9][CH:10]=[CH:11][CH:12]=2)[C@H:7]([NH:15][C:16]2[CH:21]=[CH:20][CH:19]=[CH:18][CH:17]=2)[CH2:6][C@@H:5]1[C:22]1[CH:8]=[CH:7][CH:6]=[CH:5][CH:22]=1)(=[O:3])[CH3:2], predict the reactants needed to synthesize it. The reactants are: [C:1]([N:4]1[C:13]2[C:8](=[CH:9][C:10](I)=[CH:11][CH:12]=2)[C@H:7]([NH:15][C:16]2[CH:21]=[CH:20][CH:19]=[CH:18][CH:17]=2)[CH2:6][C@@H:5]1[CH3:22])(=[O:3])[CH3:2].CCl. (4) The reactants are: [F:1][C:2]([F:18])([F:17])[C:3]1[N:7]=[C:6]([C:8]2[C:9]3[CH2:16][CH2:15][CH2:14][C:10]=3[S:11][C:12]=2[NH2:13])[O:5][N:4]=1.[C:19]12[C:27](=[O:28])[O:26][C:24](=[O:25])[C:20]=1[CH2:21][CH2:22][CH2:23]2. Given the product [F:18][C:2]([F:17])([F:1])[C:3]1[N:7]=[C:6]([C:8]2[C:9]3[CH2:16][CH2:15][CH2:14][C:10]=3[S:11][C:12]=2[NH:13][C:27]([C:19]2[CH2:23][CH2:22][CH2:21][C:20]=2[C:24]([OH:26])=[O:25])=[O:28])[O:5][N:4]=1, predict the reactants needed to synthesize it. (5) Given the product [Br:24][CH2:2][CH2:3][C:4]1[CH:9]=[CH:8][C:7]([CH2:10][CH2:11][N:12]2[C:20](=[O:21])[C:19]3[C:14](=[CH:15][CH:16]=[CH:17][CH:18]=3)[C:13]2=[O:22])=[CH:6][CH:5]=1, predict the reactants needed to synthesize it. The reactants are: O[CH2:2][CH2:3][C:4]1[CH:9]=[CH:8][C:7]([CH2:10][CH2:11][N:12]2[C:20](=[O:21])[C:19]3[C:14](=[CH:15][CH:16]=[CH:17][CH:18]=3)[C:13]2=[O:22])=[CH:6][CH:5]=1.P(Br)(Br)[Br:24].